Dataset: Full USPTO retrosynthesis dataset with 1.9M reactions from patents (1976-2016). Task: Predict the reactants needed to synthesize the given product. (1) The reactants are: [CH3:1][O:2][C:3]1[CH:4]=[CH:5][C:6]([C@H:9]2[CH2:11][C@@H:10]2[CH2:12][O:13][C:14]2[C:19]([C:20]([NH2:22])=[O:21])=[CH:18][N:17]=[C:16]([CH3:23])[N:15]=2)=[N:7][CH:8]=1.Cl.NO.O1CCOCC1.[OH-].[Na+].[CH3:35][N:36](C(OC)OC)C. Given the product [CH3:1][O:2][C:3]1[CH:4]=[CH:5][C:6]([C@H:9]2[CH2:11][C@@H:10]2[CH2:12][O:13][C:14]2[C:19]([C:20]3[O:21][N:36]=[CH:35][N:22]=3)=[CH:18][N:17]=[C:16]([CH3:23])[N:15]=2)=[N:7][CH:8]=1, predict the reactants needed to synthesize it. (2) Given the product [S:16]1[C:17]2[C:9]([NH2:6])=[CH:10][CH:11]=[CH:12][C:13]=2[N:14]=[CH:15]1, predict the reactants needed to synthesize it. The reactants are: O.O.[Sn](Cl)Cl.[N+:6]([C:9]1[C:17]2[S:16][CH:15]=[N:14][C:13]=2[CH:12]=[CH:11][CH:10]=1)([O-])=O.[OH-].[Na+]. (3) Given the product [CH2:11]([O:18][CH2:19][C@H:20]([CH:33]([CH3:35])[CH3:34])[CH2:21][C@H:22]([NH:25][C:26](=[O:32])[O:27][C:28]([CH3:29])([CH3:30])[CH3:31])[CH:23]=[O:24])[C:12]1[CH:13]=[CH:14][CH:15]=[CH:16][CH:17]=1, predict the reactants needed to synthesize it. The reactants are: CS(C)=O.C(Cl)(=O)C(Cl)=O.[CH2:11]([O:18][CH2:19][C@H:20]([CH:33]([CH3:35])[CH3:34])[CH2:21][C@H:22]([NH:25][C:26](=[O:32])[O:27][C:28]([CH3:31])([CH3:30])[CH3:29])[CH2:23][OH:24])[C:12]1[CH:17]=[CH:16][CH:15]=[CH:14][CH:13]=1.C(N(CC)CC)C. (4) Given the product [F:1][C:2]1[CH:3]=[C:4]([CH:5]=[O:6])[CH:7]=[C:8]([O:11][CH3:12])[C:9]=1[O:10][CH2:20][C:21]([O:23][CH2:24][CH3:25])=[O:22], predict the reactants needed to synthesize it. The reactants are: [F:1][C:2]1[CH:3]=[C:4]([CH:7]=[C:8]([O:11][CH3:12])[C:9]=1[OH:10])[CH:5]=[O:6].C(=O)([O-])[O-].[Cs+].[Cs+].Br[CH2:20][C:21]([O:23][CH2:24][CH3:25])=[O:22]. (5) Given the product [Cl:23][C:24]1[CH:32]=[CH:31][C:27]([C:28]([NH:1][C:2]2[CH:3]=[CH:4][C:5]([N:8]([CH2:16][CH2:17][N:18]3[CH:22]=[CH:21][CH:20]=[N:19]3)[C:9](=[O:15])[O:10][C:11]([CH3:13])([CH3:14])[CH3:12])=[N:6][CH:7]=2)=[O:29])=[C:26]([N:33]([CH3:35])[CH3:34])[CH:25]=1, predict the reactants needed to synthesize it. The reactants are: [NH2:1][C:2]1[CH:3]=[CH:4][C:5]([N:8]([CH2:16][CH2:17][N:18]2[CH:22]=[CH:21][CH:20]=[N:19]2)[C:9](=[O:15])[O:10][C:11]([CH3:14])([CH3:13])[CH3:12])=[N:6][CH:7]=1.[Cl:23][C:24]1[CH:32]=[CH:31][C:27]([C:28](O)=[O:29])=[C:26]([N:33]([CH3:35])[CH3:34])[CH:25]=1.O.ON1C2C=CC=CC=2N=N1.Cl.CN(C)CCCN=C=NCC. (6) Given the product [CH3:36][O:35][C:30]1[C:29]([C:8]2[CH:9]=[C:10]3[C:5](=[CH:6][CH:7]=2)[NH:4][C:3](=[O:27])[N:2]([CH3:1])[CH:11]3[C:12]2[CH:17]=[CH:16][CH:15]=[CH:14][CH:13]=2)=[C:33]([CH3:34])[O:32][N:31]=1, predict the reactants needed to synthesize it. The reactants are: [CH3:1][N:2]1[CH:11]([C:12]2[CH:17]=[CH:16][CH:15]=[CH:14][CH:13]=2)[C:10]2[C:5](=[CH:6][CH:7]=[C:8](B3OC(C)(C)C(C)(C)O3)[CH:9]=2)[NH:4][C:3]1=[O:27].I[C:29]1[C:30]([O:35][CH3:36])=[N:31][O:32][C:33]=1[CH3:34].C(=O)([O-])[O-].[K+].[K+].C(COC)OC. (7) The reactants are: O=[C:2]1[CH2:7][CH2:6][N:5]([C:8]([O:10][C:11]([CH3:14])([CH3:13])[CH3:12])=[O:9])[CH2:4][CH2:3]1.O1CCCC1.C(NC(C)C)(C)C.[Li].C1C=CC(N(S(C(F)(F)F)(=O)=O)S(C(F)(F)F)(=O)=O)=CC=1.C(=O)([O-])[O-].[Na+].[Na+].[CH3:55][O:56][C:57]([C:59]1[CH:64]=[CH:63][C:62](OB(O)O)=[CH:61][CH:60]=1)=[O:58].[Cl-].[Li+]. Given the product [CH3:55][O:56][C:57]([C:59]1[CH:64]=[CH:63][C:62]([C:2]2[CH2:7][CH2:6][N:5]([C:8]([O:10][C:11]([CH3:14])([CH3:13])[CH3:12])=[O:9])[CH2:4][CH:3]=2)=[CH:61][CH:60]=1)=[O:58], predict the reactants needed to synthesize it.